This data is from Forward reaction prediction with 1.9M reactions from USPTO patents (1976-2016). The task is: Predict the product of the given reaction. (1) Given the reactants [CH:1]12[CH2:10][CH:5]3[CH2:6][CH:7]([CH2:9][CH:3]([CH2:4]3)[CH:2]1[N:11]1[CH:15]=[C:14]([CH2:16][C:17]([F:20])([F:19])[F:18])[NH:13][C:12]1=[O:21])[CH2:8]2.I[CH3:23], predict the reaction product. The product is: [CH:1]12[CH2:8][CH:7]3[CH2:6][CH:5]([CH2:4][CH:3]([CH2:9]3)[CH:2]1[N:11]1[CH:15]=[C:14]([CH2:16][C:17]([F:20])([F:18])[F:19])[N:13]([CH3:23])[C:12]1=[O:21])[CH2:10]2. (2) Given the reactants [CH:1]1[C:10]2[C:5](=[CH:6][CH:7]=[CH:8][CH:9]=2)[CH:4]=[CH:3][C:2]=1[S:11]([CH:14]1[CH2:19][CH2:18][NH:17][CH2:16][CH2:15]1)(=[O:13])=[O:12].Cl[C:21]1[C:26]([C:27]#[N:28])=[CH:25][CH:24]=[CH:23][N:22]=1, predict the reaction product. The product is: [CH:1]1[C:10]2[C:5](=[CH:6][CH:7]=[CH:8][CH:9]=2)[CH:4]=[CH:3][C:2]=1[S:11]([CH:14]1[CH2:19][CH2:18][N:17]([C:21]2[N:22]=[CH:23][CH:24]=[CH:25][C:26]=2[C:27]#[N:28])[CH2:16][CH2:15]1)(=[O:12])=[O:13]. (3) Given the reactants [N:1]1([CH2:6][C:7]2[CH:23]=[CH:22][C:10]([CH2:11][N:12]3[CH:20]=[C:19]4[C:14]([N:15]=[CH:16][N:17]=[C:18]4Cl)=[N:13]3)=[CH:9][CH:8]=2)[CH:5]=[CH:4][CH:3]=[N:2]1.[CH3:24][O:25][C:26]1[CH:31]=[CH:30][C:29]([CH2:32][NH2:33])=[CH:28][CH:27]=1, predict the reaction product. The product is: [CH3:24][O:25][C:26]1[CH:31]=[CH:30][C:29]([CH2:32][NH:33][C:18]2[C:19]3[C:14](=[N:13][N:12]([CH2:11][C:10]4[CH:22]=[CH:23][C:7]([CH2:6][N:1]5[CH:5]=[CH:4][CH:3]=[N:2]5)=[CH:8][CH:9]=4)[CH:20]=3)[N:15]=[CH:16][N:17]=2)=[CH:28][CH:27]=1. (4) Given the reactants CO[C:3](=[O:8])[CH2:4][C:5](=O)[CH3:6].Br[CH2:10][C:11]([C:13]1[CH:18]=[C:17]([C:19]([F:22])([F:21])[F:20])[CH:16]=[CH:15][C:14]=1[Cl:23])=O.[CH3:24][C:25]1([CH3:32])[O:29][CH:28]([CH2:30][NH2:31])[CH2:27][O:26]1.[NH2:33][C@@H:34]1[CH2:39][CH2:38][CH2:37][CH2:36][C@H:35]1[OH:40], predict the reaction product. The product is: [OH:40][C@@H:35]1[CH2:36][CH2:37][CH2:38][CH2:39][C@H:34]1[NH:33][C:3]([C:4]1[CH:10]=[C:11]([C:13]2[CH:18]=[C:17]([C:19]([F:22])([F:21])[F:20])[CH:16]=[CH:15][C:14]=2[Cl:23])[N:31]([CH2:30][CH:28]2[CH2:27][O:26][C:25]([CH3:32])([CH3:24])[O:29]2)[C:5]=1[CH3:6])=[O:8].